This data is from Catalyst prediction with 721,799 reactions and 888 catalyst types from USPTO. The task is: Predict which catalyst facilitates the given reaction. (1) Reactant: [Cl:1][C:2]1[N:10]=[C:9]2[C:5]([N:6]=[CH:7][N:8]2[CH:11]2[CH2:16][CH2:15][CH2:14][CH2:13][O:12]2)=[C:4]([N:17]2[CH2:22][CH2:21][O:20][CH2:19][CH2:18]2)[N:3]=1.CN(CCN(C)C)C.[Li]CCCC.ClCC[I:39]. Product: [Cl:1][C:2]1[N:10]=[C:9]2[C:5]([N:6]=[C:7]([I:39])[N:8]2[CH:11]2[CH2:16][CH2:15][CH2:14][CH2:13][O:12]2)=[C:4]([N:17]2[CH2:22][CH2:21][O:20][CH2:19][CH2:18]2)[N:3]=1. The catalyst class is: 1. (2) The catalyst class is: 9. Reactant: C(N(CC)C(C)C)(C)C.[C:10]([C:13]1[CH:18]=[N:17][N:16]2[CH:19]=[C:20]([C:22]([O:24][CH2:25][CH3:26])=[O:23])[CH:21]=[C:15]2[C:14]=1Cl)(=[O:12])[NH2:11].[CH3:28][C@:29]1([NH2:37])[CH2:33][CH2:32][C@@H:31]([NH2:34])[C:30]1([CH3:36])[CH3:35]. Product: [NH2:37][C@@:29]1([CH3:28])[CH2:33][CH2:32][C@@H:31]([NH:34][C:14]2[C:15]3[N:16]([CH:19]=[C:20]([C:22]([O:24][CH2:25][CH3:26])=[O:23])[CH:21]=3)[N:17]=[CH:18][C:13]=2[C:10](=[O:12])[NH2:11])[C:30]1([CH3:36])[CH3:35]. (3) Reactant: C1(P(C2CCCCC2)C2C=CC=CC=2C2C(OC)=CC=C(S([O-])(=O)=O)C=2OC)CCCCC1.[Na+].C([O-])([O-])=O.[Cs+].[Cs+].B([C:44]1[CH:45]=[C:46]([CH:50]=[CH:51][CH:52]=1)[C:47]([OH:49])=[O:48])(O)O.Br[C:54]1[N:59]=[C:58]2[C:60]([C:70]([NH:72][CH3:73])=[O:71])=[C:61]([C:63]3[CH:68]=[CH:67][C:66]([F:69])=[CH:65][CH:64]=3)[O:62][C:57]2=[CH:56][CH:55]=1. Product: [F:69][C:66]1[CH:65]=[CH:64][C:63]([C:61]2[O:62][C:57]3[C:58](=[N:59][C:54]([C:44]4[CH:45]=[C:46]([CH:50]=[CH:51][CH:52]=4)[C:47]([OH:49])=[O:48])=[CH:55][CH:56]=3)[C:60]=2[C:70](=[O:71])[NH:72][CH3:73])=[CH:68][CH:67]=1. The catalyst class is: 18.